This data is from Reaction yield outcomes from USPTO patents with 853,638 reactions. The task is: Predict the reaction yield, written as a fraction of the theoretical maximum amount of product (1.0 means a 100% yield; for example, 0.34 means a 34% yield). (1) The reactants are C([O:5][C:6]([CH2:8][CH2:9][CH2:10][CH2:11][N:12]1[C:18]2[CH:19]=[CH:20][C:21]([C:23]([OH:25])=O)=[CH:22][C:17]=2[C:16](=[O:26])[N:15]([C@@H:27]([C:29]2[CH:34]=[CH:33][C:32]([Cl:35])=[CH:31][CH:30]=2)[CH3:28])[C@@H:14]([C:36]2[CH:41]=[CH:40][C:39]([Cl:42])=[CH:38][CH:37]=2)[C:13]1=[O:43])=[O:7])(C)(C)C.F[P-](F)(F)(F)(F)F.[N:51]1(OC(N(C)C)=[N+](C)C)C2N=CC=CC=2N=N1.C1C=CC2N(O)N=NC=2C=1.[Cl-].[NH4+].[Na].[OH-].[Na+]. The catalyst is CN(C=O)C.ClCCl.C(O)(C(F)(F)F)=O.CCO. The product is [NH2:51][C:23]([C:21]1[CH:20]=[CH:19][C:18]2[N:12]([CH2:11][CH2:10][CH2:9][CH2:8][C:6]([OH:5])=[O:7])[C:13](=[O:43])[C@H:14]([C:36]3[CH:41]=[CH:40][C:39]([Cl:42])=[CH:38][CH:37]=3)[N:15]([C@@H:27]([C:29]3[CH:34]=[CH:33][C:32]([Cl:35])=[CH:31][CH:30]=3)[CH3:28])[C:16](=[O:26])[C:17]=2[CH:22]=1)=[O:25]. The yield is 0.620. (2) The reactants are I[C:2]1[CH:20]=[CH:19][C:5]([O:6][C:7]2[CH:14]=[CH:13][C:10]([C:11]#[N:12])=[C:9]([C:15]([F:18])([F:17])[F:16])[CH:8]=2)=[CH:4][CH:3]=1.[BH:21]([OH:23])[OH:22].O[C:25]([C:28](O)([CH3:30])[CH3:29])([CH3:27])[CH3:26].OC(C(O)(C)C)(C)C.CC([O-])=O.[K+]. The catalyst is O1CCOCC1.O. The product is [CH3:26][C:25]1([CH3:27])[C:28]([CH3:30])([CH3:29])[O:23][B:21]([C:2]2[CH:20]=[CH:19][C:5]([O:6][C:7]3[CH:14]=[CH:13][C:10]([C:11]#[N:12])=[C:9]([C:15]([F:18])([F:17])[F:16])[CH:8]=3)=[CH:4][CH:3]=2)[O:22]1. The yield is 0.570. (3) The reactants are [CH2:1]([O:3][C:4]1[CH:5]=[C:6]([CH2:20][NH2:21])[CH:7]=[CH:8][C:9]=1[O:10][CH2:11][C:12]1[CH:13]=[N:14][C:15]([O:18][CH3:19])=[CH:16][CH:17]=1)[CH3:2].Cl[C:23]1[C:28]([N+:29]([O-:31])=[O:30])=[CH:27][C:26]([I:32])=[CH:25][N:24]=1.C(N(CC)C(C)C)(C)C. The catalyst is C(#N)C. The product is [CH2:1]([O:3][C:4]1[CH:5]=[C:6]([CH:7]=[CH:8][C:9]=1[O:10][CH2:11][C:12]1[CH:13]=[N:14][C:15]([O:18][CH3:19])=[CH:16][CH:17]=1)[CH2:20][NH:21][C:23]1[C:28]([N+:29]([O-:31])=[O:30])=[CH:27][C:26]([I:32])=[CH:25][N:24]=1)[CH3:2]. The yield is 0.850. (4) The reactants are COC1C=C(OC)C=CC=1C[N:6]([C:31]1[CH:36]=[CH:35][N:34]=[CH:33][N:32]=1)[S:7]([C:10]1[C:15]([F:16])=[CH:14][C:13]([O:17][C@H:18]2[CH2:22][CH2:21][CH2:20][C@@H:19]2[C:23]2[N:27]([CH2:28][CH3:29])[N:26]=[CH:25][CH:24]=2)=[CH:12][C:11]=1[F:30])(=[O:9])=[O:8].C([SiH](CC)CC)C.FC(F)(F)C(O)=O. The catalyst is ClCCl. The product is [CH2:28]([N:27]1[C:23]([C@H:19]2[CH2:20][CH2:21][CH2:22][C@@H:18]2[O:17][C:13]2[CH:14]=[C:15]([F:16])[C:10]([S:7]([NH:6][C:31]3[CH:36]=[CH:35][N:34]=[CH:33][N:32]=3)(=[O:9])=[O:8])=[C:11]([F:30])[CH:12]=2)=[CH:24][CH:25]=[N:26]1)[CH3:29]. The yield is 0.870. (5) The reactants are [CH3:1][N:2]1[C:6]2=[N:7][CH:8]=[CH:9][CH:10]=[C:5]2[CH:4]=[CH:3]1.CC([O-])(C)C.[K+].[SiH:17]([CH2:22][CH3:23])([CH2:20][CH3:21])[CH2:18][CH3:19]. The catalyst is O1CCCC1. The product is [CH3:1][N:2]1[C:6]2=[N:7][CH:8]=[CH:9][CH:10]=[C:5]2[CH:4]=[C:3]1[Si:17]([CH2:22][CH3:23])([CH2:20][CH3:21])[CH2:18][CH3:19]. The yield is 0.730. (6) The reactants are [NH2:1][S:2]([C:5]1[C:10]([O:11][CH3:12])=[CH:9][CH:8]=[C:7]([CH3:13])[C:6]=1[NH:14][C:15]([C:17]1[C:18](=[O:35])[N:19]([CH2:28][C:29]2[CH:34]=[CH:33][CH:32]=[CH:31][CH:30]=2)[C:20]2[C:25]([C:26]=1[OH:27])=[CH:24][CH:23]=[CH:22][N:21]=2)=O)(=[O:4])=[O:3].NS(C1C=C(Br)C=CC=1NC(C1C(=O)N(CC2C=CC=CC=2)C2C(C=1O)=CC=CN=2)=O)(=O)=O. The catalyst is Cl. The product is [CH2:28]([N:19]1[C:20]2[C:25](=[CH:24][CH:23]=[CH:22][N:21]=2)[C:26]([OH:27])=[C:17]([C:15]2[NH:14][C:6]3[C:7]([CH3:13])=[CH:8][CH:9]=[C:10]([O:11][CH3:12])[C:5]=3[S:2](=[O:3])(=[O:4])[N:1]=2)[C:18]1=[O:35])[C:29]1[CH:30]=[CH:31][CH:32]=[CH:33][CH:34]=1. The yield is 0.560. (7) The reactants are [CH3:1][C:2]1[C:7]2[N:8]=[C:9]([C:13]3[CH:18]=[CH:17][CH:16]=[CH:15][C:14]=3[O:19]C(=O)C)O[C:11](=[O:12])[C:6]=2[CH:5]=[CH:4][CH:3]=1.[CH2:23]([NH2:31])[CH2:24][C:25]1[CH:30]=[CH:29][CH:28]=[CH:27][CH:26]=1. No catalyst specified. The product is [OH:19][C:14]1[CH:15]=[CH:16][CH:17]=[CH:18][C:13]=1[C:9]1[N:31]([CH2:23][CH2:24][C:25]2[CH:30]=[CH:29][CH:28]=[CH:27][CH:26]=2)[C:11](=[O:12])[C:6]2[C:7](=[C:2]([CH3:1])[CH:3]=[CH:4][CH:5]=2)[N:8]=1. The yield is 0.800. (8) The reactants are [NH2:1][C:2]1[CH:3]=[C:4]([C:8]2[C:17]3[C:12](=[C:13]([C:18]4[CH:23]=[CH:22][CH:21]=[CH:20][CH:19]=4)[CH:14]=[CH:15][CH:16]=3)[C:11]([NH:24][CH2:25][C:26]3[CH:31]=[CH:30][CH:29]=[CH:28][N:27]=3)=[N:10][N:9]=2)[CH:5]=[N:6][CH:7]=1.N1C=CC=CC=1.[C:38](Cl)(=[O:43])[O:39][CH:40]([CH3:42])[CH3:41]. The catalyst is ClCCl. The product is [C:18]1([C:13]2[CH:14]=[CH:15][CH:16]=[C:17]3[C:12]=2[C:11]([NH:24][CH2:25][C:26]2[CH:31]=[CH:30][CH:29]=[CH:28][N:27]=2)=[N:10][N:9]=[C:8]3[C:4]2[CH:3]=[C:2]([NH:1][C:38](=[O:43])[O:39][CH:40]([CH3:42])[CH3:41])[CH:7]=[N:6][CH:5]=2)[CH:23]=[CH:22][CH:21]=[CH:20][CH:19]=1. The yield is 0.577. (9) The reactants are [OH:1][C:2]1[CH:7]=[CH:6][C:5](/[CH:8]=[CH:9]/[C:10](=[O:25])[CH2:11][C:12](=[O:24])/[CH:13]=[CH:14]/[C:15]2[CH:20]=[CH:19][CH:18]=[CH:17][C:16]=2[N+:21]([O-])=O)=[CH:4][CH:3]=1.[Sn](Cl)Cl. The catalyst is C(OCC)(=O)C.CO.C(Cl)(Cl)Cl.C([O-])(O)=O.[Na+]. The product is [NH2:21][C:16]1[CH:17]=[CH:18][CH:19]=[CH:20][C:15]=1/[CH:14]=[CH:13]/[C:12](=[O:24])[CH2:11][C:10](=[O:25])/[CH:9]=[CH:8]/[C:5]1[CH:4]=[CH:3][C:2]([OH:1])=[CH:7][CH:6]=1. The yield is 0.460.